Dataset: Reaction yield outcomes from USPTO patents with 853,638 reactions. Task: Predict the reaction yield, written as a fraction of the theoretical maximum amount of product (1.0 means a 100% yield; for example, 0.34 means a 34% yield). (1) The reactants are [CH3:1][C:2]1[C:7]([B:8]2[O:12][C:11]([CH3:14])([CH3:13])[C:10]([CH3:16])([CH3:15])[O:9]2)=[CH:6][CH:5]=[CH:4][C:3]=1[NH2:17].C(=O)(O)[O-].[Na+].O.C1COCC1.[C:29]([C:33]1[CH:41]=[CH:40][C:36]([C:37](Cl)=[O:38])=[CH:35][CH:34]=1)([CH3:32])([CH3:31])[CH3:30]. No catalyst specified. The product is [C:29]([C:33]1[CH:34]=[CH:35][C:36]([C:37]([NH:17][C:3]2[CH:4]=[CH:5][CH:6]=[C:7]([B:8]3[O:12][C:11]([CH3:13])([CH3:14])[C:10]([CH3:16])([CH3:15])[O:9]3)[C:2]=2[CH3:1])=[O:38])=[CH:40][CH:41]=1)([CH3:32])([CH3:30])[CH3:31]. The yield is 0.590. (2) The reactants are [NH2:1][C:2]1[S:3][CH:4]=[C:5]([C:7]2[CH2:8][CH2:9][CH2:10][C:11]3([CH3:26])[C:15]=2[N:14]([CH2:16][C:17]2[CH:22]=[CH:21][CH:20]=[C:19]([O:23][CH3:24])[CH:18]=2)[C:13](=[O:25])[CH2:12]3)[N:6]=1.[F:27][C:28]1[CH:29]=[C:30]([S:35](Cl)(=[O:37])=[O:36])[CH:31]=[CH:32][C:33]=1[F:34]. The catalyst is N1C=CC=CC=1.CN(C1C=CN=CC=1)C. The product is [F:27][C:28]1[CH:29]=[C:30]([S:35]([NH:1][C:2]2[S:3][CH:4]=[C:5]([C:7]3[CH2:8][CH2:9][CH2:10][C:11]4([CH3:26])[C:15]=3[N:14]([CH2:16][C:17]3[CH:22]=[CH:21][CH:20]=[C:19]([O:23][CH3:24])[CH:18]=3)[C:13](=[O:25])[CH2:12]4)[N:6]=2)(=[O:36])=[O:37])[CH:31]=[CH:32][C:33]=1[F:34]. The yield is 0.530.